From a dataset of Peptide-MHC class I binding affinity with 185,985 pairs from IEDB/IMGT. Regression. Given a peptide amino acid sequence and an MHC pseudo amino acid sequence, predict their binding affinity value. This is MHC class I binding data. The peptide sequence is LMPIRTDTT. The MHC is HLA-A02:01 with pseudo-sequence HLA-A02:01. The binding affinity (normalized) is 0.290.